This data is from Forward reaction prediction with 1.9M reactions from USPTO patents (1976-2016). The task is: Predict the product of the given reaction. (1) Given the reactants [Br:1][C:2]1[N:7]=[CH:6][C:5]([NH2:8])=[C:4]([NH:9][CH:10]([CH2:12][CH2:13][CH3:14])[CH3:11])[CH:3]=1.C(N(CC)CC)C.[C:22]([O:25][CH2:26][C:27](Cl)=[O:28])(=[O:24])[CH3:23], predict the reaction product. The product is: [C:22]([O:25][CH2:26][C:27]([NH:8][C:5]1[CH:6]=[N:7][C:2]([Br:1])=[CH:3][C:4]=1[NH:9][CH:10]([CH2:12][CH2:13][CH3:14])[CH3:11])=[O:28])(=[O:24])[CH3:23]. (2) Given the reactants [Br:1][C:2]1[CH:7]=[C:6]([C:8]2[C:20]3[C:19]([CH3:21])=[C:18]([CH2:22][N:23]([CH2:26][CH3:27])[CH2:24][CH3:25])[S:17][C:16]=3[C:15]([Br:28])=[C:14]3[C:9]=2[CH:10]=[CH:11][CH:12]=[CH:13]3)[CH:5]=[C:4]([Br:29])[C:3]=1[OH:30].O[C@@H:32]([CH2:37][C:38]1[CH:43]=[CH:42][CH:41]=[CH:40][CH:39]=1)[C:33]([O:35]C)=[O:34], predict the reaction product. The product is: [Br:29][C:4]1[CH:5]=[C:6]([C:8]2[C:20]3[C:19]([CH3:21])=[C:18]([CH2:22][N:23]([CH2:24][CH3:25])[CH2:26][CH3:27])[S:17][C:16]=3[C:15]([Br:28])=[C:14]3[C:9]=2[CH:10]=[CH:11][CH:12]=[CH:13]3)[CH:7]=[C:2]([Br:1])[C:3]=1[O:30][C@H:32]([CH2:37][C:38]1[CH:43]=[CH:42][CH:41]=[CH:40][CH:39]=1)[C:33]([OH:35])=[O:34]. (3) Given the reactants [H-].[Al+3].[Li+].[H-].[H-].[H-].C(O[C:10]([C:12]1[N:13]([CH2:22][C:23]#[N:24])[C:14]2[C:19]([CH:20]=1)=[C:18]([Br:21])[CH:17]=[CH:16][CH:15]=2)=O)C.C(C(C(C([O-])=O)O)O)([O-])=O.[Na+].[K+], predict the reaction product. The product is: [Br:21][C:18]1[C:19]2[CH:20]=[C:12]3[CH2:10][NH:24][CH2:23][CH2:22][N:13]3[C:14]=2[CH:15]=[CH:16][CH:17]=1. (4) The product is: [Cl:14][C:15]1[CH:31]=[CH:30][C:18]2[CH2:19][CH2:20][N:21]([C:24](=[O:29])[C:25]([F:26])([F:28])[F:27])[CH2:22][CH2:23][C:17]=2[C:16]=1[NH:9][CH2:8][C:7]1[CH:6]=[CH:5][C:4]([CH2:3][CH:2]([CH3:1])[CH2:12][CH3:13])=[CH:11][CH:10]=1. Given the reactants [CH3:1][CH:2]([CH2:12][CH3:13])[CH2:3][C:4]1[CH:11]=[CH:10][C:7]([CH2:8][NH2:9])=[CH:6][CH:5]=1.[Cl:14][C:15]1[CH:31]=[CH:30][C:18]2[CH2:19][CH2:20][N:21]([C:24](=[O:29])[C:25]([F:28])([F:27])[F:26])[CH2:22][CH2:23][C:17]=2[C:16]=1OS(C(F)(F)F)(=O)=O.C1C=CC(P(C2C(C3C(P(C4C=CC=CC=4)C4C=CC=CC=4)=CC=C4C=3C=CC=C4)=C3C(C=CC=C3)=CC=2)C2C=CC=CC=2)=CC=1.C(=O)([O-])[O-].[Cs+].[Cs+], predict the reaction product. (5) Given the reactants Cl[C:2]1[CH2:7][CH2:6][CH2:5][C:4](=[O:8])[CH:3]=1.[CH3:9][O:10][CH2:11][CH2:12][O:13][CH2:14][C:15]1[N:23]=[C:22]([C:24]([F:27])([F:26])[F:25])[CH:21]=[CH:20][C:16]=1[C:17]([OH:19])=[O:18].C1(C)C=CC=CC=1.C(N(C(C)C)CC)(C)C, predict the reaction product. The product is: [CH3:9][O:10][CH2:11][CH2:12][O:13][CH2:14][C:15]1[C:16]([C:17]([O:19][C:2]2[CH2:7][CH2:6][CH2:5][C:4](=[O:8])[CH:3]=2)=[O:18])=[CH:20][CH:21]=[C:22]([C:24]([F:27])([F:25])[F:26])[N:23]=1.